Predict the reactants needed to synthesize the given product. From a dataset of Full USPTO retrosynthesis dataset with 1.9M reactions from patents (1976-2016). Given the product [CH3:1][O:2][C:3]([C:5]1[CH:6]=[C:7]2[C:11](=[CH:12][CH:13]=1)[N:10]([CH3:14])[CH:9]=[C:8]2[CH2:22][C:21]1[CH:24]=[CH:25][C:18]([N+:15]([O-:17])=[O:16])=[CH:19][CH:20]=1)=[O:4], predict the reactants needed to synthesize it. The reactants are: [CH3:1][O:2][C:3]([C:5]1[CH:6]=[C:7]2[C:11](=[CH:12][CH:13]=1)[N:10]([CH3:14])[CH:9]=[CH:8]2)=[O:4].[N+:15]([C:18]1[CH:25]=[CH:24][C:21]([CH2:22]Br)=[CH:20][CH:19]=1)([O-:17])=[O:16].O1CCOCC1.